Dataset: Peptide-MHC class I binding affinity with 185,985 pairs from IEDB/IMGT. Task: Regression. Given a peptide amino acid sequence and an MHC pseudo amino acid sequence, predict their binding affinity value. This is MHC class I binding data. The binding affinity (normalized) is 0.0847. The peptide sequence is EKPPVRPIF. The MHC is HLA-B35:01 with pseudo-sequence HLA-B35:01.